From a dataset of Full USPTO retrosynthesis dataset with 1.9M reactions from patents (1976-2016). Predict the reactants needed to synthesize the given product. Given the product [CH2:31]([N:38]1[CH2:43][CH2:42][CH:41]([NH:44][C:7](=[O:9])[C:6]2[CH:5]=[CH:4][C:3]([CH:1]=[O:2])=[CH:11][CH:10]=2)[CH2:40][CH2:39]1)[C:32]1[CH:33]=[CH:34][CH:35]=[CH:36][CH:37]=1, predict the reactants needed to synthesize it. The reactants are: [CH:1]([C:3]1[CH:11]=[CH:10][C:6]([C:7]([OH:9])=O)=[CH:5][CH:4]=1)=[O:2].C(N(CC)CC)C.Cl.CN(C)CCCN=C=NCC.[CH2:31]([N:38]1[CH2:43][CH2:42][CH:41]([NH2:44])[CH2:40][CH2:39]1)[C:32]1[CH:37]=[CH:36][CH:35]=[CH:34][CH:33]=1.